Dataset: Forward reaction prediction with 1.9M reactions from USPTO patents (1976-2016). Task: Predict the product of the given reaction. (1) Given the reactants [NH2:1][C:2]1[CH:9]=[CH:8][C:5]([C:6]#[N:7])=[CH:4][C:3]=1[CH2:10][CH3:11].Br[CH2:13][CH2:14][CH2:15][CH2:16][CH2:17]Br.C(=O)([O-])[O-].[K+].[K+], predict the reaction product. The product is: [CH2:10]([C:3]1[CH:4]=[C:5]([CH:8]=[CH:9][C:2]=1[N:1]1[CH2:17][CH2:16][CH2:15][CH2:14][CH2:13]1)[C:6]#[N:7])[CH3:11]. (2) The product is: [CH2:24]([O:26][C:27](=[O:35])[CH2:28][C:29]1[N:30]=[C:31]([NH:34][C:9](=[O:11])[CH:8]([C:5]2[CH:4]=[CH:3][C:2]([Cl:1])=[CH:7][CH:6]=2)[CH2:12][CH:13]2[CH2:17][CH2:16][CH2:15][CH2:14]2)[S:32][CH:33]=1)[CH3:25]. Given the reactants [Cl:1][C:2]1[CH:7]=[CH:6][C:5]([CH:8]([CH2:12][CH:13]2[CH2:17][CH2:16][CH2:15][CH2:14]2)[C:9]([OH:11])=O)=[CH:4][CH:3]=1.C(Cl)(=O)C(Cl)=O.[CH2:24]([O:26][C:27](=[O:35])[CH2:28][C:29]1[N:30]=[C:31]([NH2:34])[S:32][CH:33]=1)[CH3:25].C(N(CC)C(C)C)(C)C, predict the reaction product. (3) Given the reactants [C:1]([O:5][C:6]([NH:8][CH2:9][C:10]1[CH:35]=[CH:34][C:13]([CH2:14][O:15][C:16]2[CH:17]=[C:18]([CH:22]=[C:23]([O:25][C:26]3[CH:31]=[CH:30][C:29]([C:32]#[N:33])=[CH:28][CH:27]=3)[CH:24]=2)[C:19](O)=[O:20])=[CH:12][CH:11]=1)=[O:7])([CH3:4])([CH3:3])[CH3:2].[C:36]([O:40][C:41](=[O:50])[NH:42][CH:43]1[CH2:48][CH2:47][CH:46]([NH2:49])[CH2:45][CH2:44]1)([CH3:39])([CH3:38])[CH3:37], predict the reaction product. The product is: [C:36]([O:40][C:41](=[O:50])[NH:42][CH:43]1[CH2:44][CH2:45][CH:46]([NH:49][C:19](=[O:20])[C:18]2[CH:22]=[C:23]([O:25][C:26]3[CH:27]=[CH:28][C:29]([C:32]#[N:33])=[CH:30][CH:31]=3)[CH:24]=[C:16]([O:15][CH2:14][C:13]3[CH:12]=[CH:11][C:10]([CH2:9][NH:8][C:6]([O:5][C:1]([CH3:3])([CH3:2])[CH3:4])=[O:7])=[CH:35][CH:34]=3)[CH:17]=2)[CH2:47][CH2:48]1)([CH3:39])([CH3:37])[CH3:38]. (4) Given the reactants [CH3:1][O:2][C:3]1[CH:4]=[CH:5][C:6]2[C:7]3[C:8]4[CH2:18][CH2:17][C:16](=[O:19])[C:9]=4[CH:10]=[CH:11][C:12]=3[NH:13][C:14]=2[CH:15]=1.[Al+3].[Cl-].[Cl-].[Cl-].[C:24](Cl)([CH3:26])=[O:25], predict the reaction product. The product is: [C:24]([C:4]1[C:3]([O:2][CH3:1])=[CH:15][C:14]2[NH:13][C:12]3[CH:11]=[CH:10][C:9]4[C:16](=[O:19])[CH2:17][CH2:18][C:8]=4[C:7]=3[C:6]=2[CH:5]=1)(=[O:25])[CH3:26]. (5) Given the reactants Cl[C:2]1[C:7]([O:8][CH:9]([CH2:12][CH3:13])[CH2:10][CH3:11])=[CH:6][CH:5]=[C:4]([I:14])[N:3]=1.[CH3:15][NH2:16], predict the reaction product. The product is: [CH2:10]([CH:9]([O:8][C:7]1[C:2]([NH:16][CH3:15])=[N:3][C:4]([I:14])=[CH:5][CH:6]=1)[CH2:12][CH3:13])[CH3:11]. (6) Given the reactants [N+:1]([C:4]1[CH:12]=[CH:11][CH:10]=[C:9]2[C:5]=1[CH:6]=[CH:7][NH:8]2)([O-:3])=[O:2].[C:13](=O)([O-])[O-].[K+].[K+].CI, predict the reaction product. The product is: [CH3:13][N:8]1[C:9]2[C:5](=[C:4]([N+:1]([O-:3])=[O:2])[CH:12]=[CH:11][CH:10]=2)[CH:6]=[CH:7]1. (7) Given the reactants [C:1]1(=[C:11]2C3C(=CC=CC=3)C(=N)[NH:12]2)[C:9]2[C:4](=[CH:5][CH:6]=[CH:7][CH:8]=2)[C:3](=N)[NH:2]1.[NH:21]1[C:30]2[C:25](=[CH:26][CH:27]=[CH:28][CH:29]=2)[C:24](=[O:31])[CH2:23][C:22]1=[O:32], predict the reaction product. The product is: [O:32]=[C:22]1[C:23](=[C:3]2[C:4]3[C:9](=[CH:8][CH:7]=[CH:6][CH:5]=3)[C:1](=[C:11]3[C:9]4[C:4](=[CH:5][CH:6]=[CH:7][CH:8]=4)[C:3](=[C:23]4[C:24](=[O:31])[C:25]5[C:30](=[CH:29][CH:28]=[CH:27][CH:26]=5)[NH:21][C:22]4=[O:32])[NH:12]3)[NH:2]2)[C:24](=[O:31])[C:25]2[C:30](=[CH:29][CH:28]=[CH:27][CH:26]=2)[NH:21]1.